This data is from Forward reaction prediction with 1.9M reactions from USPTO patents (1976-2016). The task is: Predict the product of the given reaction. (1) The product is: [C:1]([O:5][C:6]([NH:8][C:9]1[C:19]([CH3:20])=[C:18]([CH3:21])[C:12]([NH:13][CH2:14][C:15]([NH:37][CH:34]2[CH2:35][CH2:36][N:31]([CH2:24][C:25]3[CH:30]=[CH:29][CH:28]=[CH:27][CH:26]=3)[CH2:32][CH2:33]2)=[O:17])=[C:11]([CH3:22])[C:10]=1[CH3:23])=[O:7])([CH3:3])([CH3:2])[CH3:4]. Given the reactants [C:1]([O:5][C:6]([NH:8][C:9]1[C:19]([CH3:20])=[C:18]([CH3:21])[C:12]([NH:13][CH2:14][C:15]([OH:17])=O)=[C:11]([CH3:22])[C:10]=1[CH3:23])=[O:7])([CH3:4])([CH3:3])[CH3:2].[CH2:24]([N:31]1[CH2:36][CH2:35][CH:34]([NH2:37])[CH2:33][CH2:32]1)[C:25]1[CH:30]=[CH:29][CH:28]=[CH:27][CH:26]=1.C(N(CC)CC)C.C(=O)([O-])O.[Na+], predict the reaction product. (2) Given the reactants CC(C)([O-])C.[Na+].[C:7]([NH:15][C:16]1[CH:28]=[C:27](I)[CH:26]=[CH:25][C:17]=1[C:18]([O:20][C:21]([CH3:24])([CH3:23])[CH3:22])=[O:19])(=[O:14])[C:8]1[CH:13]=[CH:12][CH:11]=[CH:10][CH:9]=1.[C:30]1([CH2:36][CH2:37][CH2:38][NH2:39])[CH:35]=[CH:34][CH:33]=[CH:32][CH:31]=1.C1(P(C2C=CC=CC=2)C2C=CC3C(=CC=CC=3)C=2C2C3C(=CC=CC=3)C=CC=2P(C2C=CC=CC=2)C2C=CC=CC=2)C=CC=CC=1, predict the reaction product. The product is: [C:7]([NH:15][C:16]1[CH:28]=[C:27]([NH:39][CH2:38][CH2:37][CH2:36][C:30]2[CH:35]=[CH:34][CH:33]=[CH:32][CH:31]=2)[CH:26]=[CH:25][C:17]=1[C:18]([O:20][C:21]([CH3:24])([CH3:23])[CH3:22])=[O:19])(=[O:14])[C:8]1[CH:13]=[CH:12][CH:11]=[CH:10][CH:9]=1. (3) Given the reactants [CH:1]([NH2:4])([CH3:3])[CH3:2].C[Al](C)C.C[O:10][C:11]([C:13]1[S:17][C:16]([CH2:18][CH2:19][C:20]2[C:21]([CH2:26][CH2:27][CH2:28][CH3:29])=[N:22][O:23][C:24]=2[CH3:25])=[N:15][CH:14]=1)=O, predict the reaction product. The product is: [CH:1]([NH:4][C:11]([C:13]1[S:17][C:16]([CH2:18][CH2:19][C:20]2[C:21]([CH2:26][CH2:27][CH2:28][CH3:29])=[N:22][O:23][C:24]=2[CH3:25])=[N:15][CH:14]=1)=[O:10])([CH3:3])[CH3:2]. (4) Given the reactants [C:1]([O:5][C:6]([N:8]1[CH2:13][CH2:12][CH:11]([CH:14]=[O:15])[CH2:10][CH2:9]1)=[O:7])([CH3:4])([CH3:3])[CH3:2].[CH3:16][Mg]Br, predict the reaction product. The product is: [C:1]([O:5][C:6]([N:8]1[CH2:13][CH2:12][CH:11]([CH:14]([OH:15])[CH3:16])[CH2:10][CH2:9]1)=[O:7])([CH3:4])([CH3:3])[CH3:2]. (5) The product is: [N+:1]([C:4]1[CH:11]=[CH:10][C:7]([CH2:8][N:12]2[CH2:17][CH2:16][O:15][CH2:14][CH2:13]2)=[CH:6][CH:5]=1)([O-:3])=[O:2]. Given the reactants [N+:1]([C:4]1[CH:11]=[CH:10][C:7]([CH2:8]Br)=[CH:6][CH:5]=1)([O-:3])=[O:2].[NH:12]1[CH2:17][CH2:16][O:15][CH2:14][CH2:13]1.C(N(CC)CC)C.C(=O)(O)[O-].[Na+], predict the reaction product. (6) Given the reactants Cl[C:2]1[C:3]2[C:10]3[CH2:11][CH2:12][CH2:13][CH2:14][C:9]=3[S:8][C:4]=2[N:5]=[CH:6][N:7]=1.[CH3:15][O:16][C:17]1[CH:25]=[C:24]2[C:20]([CH:21]=[N:22][NH:23]2)=[CH:19][C:18]=1[NH2:26], predict the reaction product. The product is: [CH3:15][O:16][C:17]1[CH:25]=[C:24]2[C:20]([CH:21]=[N:22][NH:23]2)=[CH:19][C:18]=1[NH:26][C:2]1[C:3]2[C:10]3[CH2:11][CH2:12][CH2:13][CH2:14][C:9]=3[S:8][C:4]=2[N:5]=[CH:6][N:7]=1. (7) Given the reactants Br[C:2]1[CH:11]=[C:10]2[C:5]([CH:6]=[CH:7][N:8]=[C:9]2[Cl:12])=[CH:4][CH:3]=1.[NH:13]1[C:21]2[C:16](=[CH:17][C:18](B(O)O)=[CH:19][CH:20]=2)[CH:15]=[CH:14]1.C(=O)([O-])[O-].[K+].[K+], predict the reaction product. The product is: [Cl:12][C:9]1[C:10]2[C:5](=[CH:4][CH:3]=[C:2]([C:18]3[CH:17]=[C:16]4[C:21](=[CH:20][CH:19]=3)[NH:13][CH:14]=[CH:15]4)[CH:11]=2)[CH:6]=[CH:7][N:8]=1.